From a dataset of Peptide-MHC class II binding affinity with 134,281 pairs from IEDB. Regression. Given a peptide amino acid sequence and an MHC pseudo amino acid sequence, predict their binding affinity value. This is MHC class II binding data. (1) The peptide sequence is GPNELGRFKHTDACCRTH. The MHC is DRB4_0101 with pseudo-sequence DRB4_0103. The binding affinity (normalized) is 0.0604. (2) The peptide sequence is GCQTYKWETFLTSEL. The MHC is HLA-DPA10103-DPB10301 with pseudo-sequence HLA-DPA10103-DPB10301. The binding affinity (normalized) is 0.219.